This data is from TCR-epitope binding with 47,182 pairs between 192 epitopes and 23,139 TCRs. The task is: Binary Classification. Given a T-cell receptor sequence (or CDR3 region) and an epitope sequence, predict whether binding occurs between them. The epitope is NLWNTFTRL. The TCR CDR3 sequence is CASSEIGQLETQYF. Result: 0 (the TCR does not bind to the epitope).